From a dataset of Catalyst prediction with 721,799 reactions and 888 catalyst types from USPTO. Predict which catalyst facilitates the given reaction. (1) Reactant: [F:1][C:2]1[C:3]([OH:26])=[C:4]([CH:9]=[C:10]([CH2:14][C:15]2[CH:20]=[CH:19][C:18]([N:21]3[CH:25]=[CH:24][CH:23]=[N:22]3)=[CH:17][CH:16]=2)[C:11]=1[O:12][CH3:13])[C:5]([O:7][CH3:8])=[O:6].[H-].[Na+].C1C=CC(N([S:36]([C:39]([F:42])([F:41])[F:40])(=[O:38])=[O:37])[S:36]([C:39]([F:42])([F:41])[F:40])(=[O:38])=[O:37])=CC=1.Cl. Product: [F:1][C:2]1[C:3]([O:26][S:36]([C:39]([F:42])([F:41])[F:40])(=[O:38])=[O:37])=[C:4]([CH:9]=[C:10]([CH2:14][C:15]2[CH:16]=[CH:17][C:18]([N:21]3[CH:25]=[CH:24][CH:23]=[N:22]3)=[CH:19][CH:20]=2)[C:11]=1[O:12][CH3:13])[C:5]([O:7][CH3:8])=[O:6]. The catalyst class is: 3. (2) Reactant: [C:1]1([CH3:9])[CH:6]=[CH:5][C:4]([C:7]#[N:8])=[CH:3][CH:2]=1.[N+:10]([O-])([OH:12])=[O:11]. Product: [CH3:9][C:1]1[CH:6]=[CH:5][C:4]([C:7]#[N:8])=[CH:3][C:2]=1[N+:10]([O-:12])=[O:11]. The catalyst class is: 65. (3) Reactant: F[B-](F)(F)F.N1(OC(N(C)C)=[N+](C)C)C2C=CC=CC=2N=N1.[N:23]1[C:32]2[NH:31][CH2:30][CH2:29][CH2:28][C:27]=2[CH:26]=[CH:25][C:24]=1[CH2:33][CH2:34][O:35][C:36]1[S:40][C:39]([CH2:41][C@@H:42]([C:44]([O:46][CH3:47])=[O:45])[NH2:43])=[CH:38][CH:37]=1.[Cl:48][C:49]1[CH:57]=[N:56][CH:55]=[C:54]([Cl:58])[C:50]=1[C:51](O)=[O:52].CN1CCOCC1.C(=O)([O-])O.[Na+]. Product: [Cl:48][C:49]1[CH:57]=[N:56][CH:55]=[C:54]([Cl:58])[C:50]=1[C:51]([NH:43][C@H:42]([C:44]([O:46][CH3:47])=[O:45])[CH2:41][C:39]1[S:40][C:36]([O:35][CH2:34][CH2:33][C:24]2[CH:25]=[CH:26][C:27]3[CH2:28][CH2:29][CH2:30][NH:31][C:32]=3[N:23]=2)=[CH:37][CH:38]=1)=[O:52]. The catalyst class is: 2. (4) Reactant: [C:1]([C:4]1[C:5]([C:22](=[O:24])[CH3:23])=[C:6]([CH3:21])[N:7]([C:10]2[CH:15]=[CH:14][C:13]([O:16]CC)=[CH:12][C:11]=2[O:19][CH3:20])[C:8]=1[CH3:9])(=[O:3])[CH3:2].B(Br)(Br)Br. Product: [C:22]([C:5]1[C:4]([C:1](=[O:3])[CH3:2])=[C:8]([CH3:9])[N:7]([C:10]2[CH:15]=[CH:14][C:13]([OH:16])=[CH:12][C:11]=2[O:19][CH3:20])[C:6]=1[CH3:21])(=[O:24])[CH3:23]. The catalyst class is: 2. (5) Reactant: [NH:1]1[CH2:6][CH2:5][CH2:4][CH:3]([CH2:7][OH:8])[CH2:2]1.[C:9]([O:13][C:14](O[C:14]([O:13][C:9]([CH3:12])([CH3:11])[CH3:10])=[O:15])=[O:15])([CH3:12])([CH3:11])[CH3:10]. Product: [OH:8][CH2:7][CH:3]1[CH2:4][CH2:5][CH2:6][N:1]([C:14]([O:13][C:9]([CH3:12])([CH3:11])[CH3:10])=[O:15])[CH2:2]1. The catalyst class is: 4.